This data is from NCI-60 drug combinations with 297,098 pairs across 59 cell lines. The task is: Regression. Given two drug SMILES strings and cell line genomic features, predict the synergy score measuring deviation from expected non-interaction effect. (1) Drug 1: CCC1=CC2CC(C3=C(CN(C2)C1)C4=CC=CC=C4N3)(C5=C(C=C6C(=C5)C78CCN9C7C(C=CC9)(C(C(C8N6C)(C(=O)OC)O)OC(=O)C)CC)OC)C(=O)OC. Drug 2: CC(C)(C#N)C1=CC=C(C=C1)N2C3=C4C=C(C=CC4=NC=C3N(C2=O)C)C5=CC6=CC=CC=C6N=C5. Cell line: T-47D. Synergy scores: CSS=62.2, Synergy_ZIP=11.6, Synergy_Bliss=9.78, Synergy_Loewe=12.6, Synergy_HSA=14.5. (2) Drug 1: C1CCN(CC1)CCOC2=CC=C(C=C2)C(=O)C3=C(SC4=C3C=CC(=C4)O)C5=CC=C(C=C5)O. Drug 2: C(CCl)NC(=O)N(CCCl)N=O. Cell line: COLO 205. Synergy scores: CSS=-2.15, Synergy_ZIP=-0.510, Synergy_Bliss=-3.45, Synergy_Loewe=-9.84, Synergy_HSA=-9.46. (3) Drug 1: CCCCC(=O)OCC(=O)C1(CC(C2=C(C1)C(=C3C(=C2O)C(=O)C4=C(C3=O)C=CC=C4OC)O)OC5CC(C(C(O5)C)O)NC(=O)C(F)(F)F)O. Drug 2: CC1=C(C(=O)C2=C(C1=O)N3CC4C(C3(C2COC(=O)N)OC)N4)N. Cell line: SF-539. Synergy scores: CSS=71.3, Synergy_ZIP=7.87, Synergy_Bliss=8.46, Synergy_Loewe=1.79, Synergy_HSA=9.26. (4) Drug 1: CCC1(CC2CC(C3=C(CCN(C2)C1)C4=CC=CC=C4N3)(C5=C(C=C6C(=C5)C78CCN9C7C(C=CC9)(C(C(C8N6C)(C(=O)OC)O)OC(=O)C)CC)OC)C(=O)OC)O.OS(=O)(=O)O. Drug 2: C1CNP(=O)(OC1)N(CCCl)CCCl. Cell line: SF-295. Synergy scores: CSS=-1.27, Synergy_ZIP=6.33, Synergy_Bliss=0.460, Synergy_Loewe=-3.04, Synergy_HSA=-2.24. (5) Cell line: SF-295. Drug 2: N.N.Cl[Pt+2]Cl. Synergy scores: CSS=0.544, Synergy_ZIP=4.60, Synergy_Bliss=-1.29, Synergy_Loewe=-1.43, Synergy_HSA=-1.30. Drug 1: CCCS(=O)(=O)NC1=C(C(=C(C=C1)F)C(=O)C2=CNC3=C2C=C(C=N3)C4=CC=C(C=C4)Cl)F. (6) Cell line: NCI/ADR-RES. Drug 2: C1=NC2=C(N=C(N=C2N1C3C(C(C(O3)CO)O)F)Cl)N. Synergy scores: CSS=23.2, Synergy_ZIP=-3.43, Synergy_Bliss=-7.30, Synergy_Loewe=-13.7, Synergy_HSA=-6.01. Drug 1: C1=CC(=C2C(=C1NCCNCCO)C(=O)C3=C(C=CC(=C3C2=O)O)O)NCCNCCO. (7) Drug 1: CCC1=C2CN3C(=CC4=C(C3=O)COC(=O)C4(CC)O)C2=NC5=C1C=C(C=C5)O. Drug 2: CS(=O)(=O)OCCCCOS(=O)(=O)C. Cell line: SR. Synergy scores: CSS=80.2, Synergy_ZIP=0.297, Synergy_Bliss=-0.689, Synergy_Loewe=-1.98, Synergy_HSA=1.12. (8) Drug 1: CC1CCCC2(C(O2)CC(NC(=O)CC(C(C(=O)C(C1O)C)(C)C)O)C(=CC3=CSC(=N3)C)C)C. Drug 2: CC1C(C(CC(O1)OC2CC(CC3=C2C(=C4C(=C3O)C(=O)C5=CC=CC=C5C4=O)O)(C(=O)C)O)N)O. Cell line: TK-10. Synergy scores: CSS=40.1, Synergy_ZIP=-2.45, Synergy_Bliss=-2.62, Synergy_Loewe=-2.31, Synergy_HSA=-1.78. (9) Drug 1: CC1C(C(CC(O1)OC2CC(CC3=C2C(=C4C(=C3O)C(=O)C5=C(C4=O)C(=CC=C5)OC)O)(C(=O)CO)O)N)O.Cl. Drug 2: CCC1(C2=C(COC1=O)C(=O)N3CC4=CC5=C(C=CC(=C5CN(C)C)O)N=C4C3=C2)O.Cl. Cell line: IGROV1. Synergy scores: CSS=26.3, Synergy_ZIP=-5.78, Synergy_Bliss=2.62, Synergy_Loewe=-17.8, Synergy_HSA=1.27. (10) Drug 1: CC1C(C(CC(O1)OC2CC(OC(C2O)C)OC3=CC4=CC5=C(C(=O)C(C(C5)C(C(=O)C(C(C)O)O)OC)OC6CC(C(C(O6)C)O)OC7CC(C(C(O7)C)O)OC8CC(C(C(O8)C)O)(C)O)C(=C4C(=C3C)O)O)O)O. Drug 2: CC1C(C(CC(O1)OC2CC(CC3=C2C(=C4C(=C3O)C(=O)C5=C(C4=O)C(=CC=C5)OC)O)(C(=O)CO)O)N)O.Cl. Cell line: SK-MEL-2. Synergy scores: CSS=94.0, Synergy_ZIP=24.1, Synergy_Bliss=24.2, Synergy_Loewe=23.2, Synergy_HSA=23.5.